Task: Predict the reaction yield, written as a fraction of the theoretical maximum amount of product (1.0 means a 100% yield; for example, 0.34 means a 34% yield).. Dataset: Reaction yield outcomes from USPTO patents with 853,638 reactions (1) The reactants are [C:1]([O:4][C@H:5]1[C@H:10]([O:11][C:12](=[O:14])[CH3:13])[C@@H:9]([O:15][C:16](=[O:18])[CH3:17])[C@H:8]([C:19]2[CH:24]=[CH:23][C:22]([Cl:25])=[C:21]([CH2:26][C:27]3[CH:32]=[CH:31][C:30]([OH:33])=[CH:29][CH:28]=3)[CH:20]=2)[O:7][C@@H:6]1[CH2:34][O:35][C:36](=[O:38])[CH3:37])(=[O:3])[CH3:2].CCN(CC)CC.[S:46](O[S:46]([C:49]([F:52])([F:51])[F:50])(=[O:48])=[O:47])([C:49]([F:52])([F:51])[F:50])(=[O:48])=[O:47]. The catalyst is C(Cl)Cl.C(OCC)(=O)C. The product is [C:1]([O:4][C@H:5]1[C@H:10]([O:11][C:12](=[O:14])[CH3:13])[C@@H:9]([O:15][C:16](=[O:18])[CH3:17])[C@@H:8]([C:19]2[CH:24]=[CH:23][C:22]([Cl:25])=[C:21]([CH2:26][C:27]3[CH:28]=[CH:29][C:30]([O:33][S:46]([C:49]([F:52])([F:51])[F:50])(=[O:48])=[O:47])=[CH:31][CH:32]=3)[CH:20]=2)[O:7][C@@H:6]1[CH2:34][O:35][C:36](=[O:38])[CH3:37])(=[O:3])[CH3:2]. The yield is 0.806. (2) The reactants are [C:1]1([S:7]([NH:10][C:11]([C:13]2[C:14](Cl)=[N:15][C:16]([C:19]3[CH:24]=[C:23]([O:25][CH2:26][CH:27]([CH3:29])[CH3:28])[CH:22]=[C:21]([F:30])[CH:20]=3)=[CH:17][CH:18]=2)=[O:12])(=[O:9])=[O:8])[CH:6]=[CH:5][CH:4]=[CH:3][CH:2]=1.C(=O)([O-])[O-].[K+].[K+].[CH3:38][C:39]1([CH3:45])[CH2:43][C@H:42]([CH3:44])[CH2:41][NH:40]1.Cl. The catalyst is O.C(OCC)(=O)C.CN1C(=O)CCC1. The product is [C:1]1([S:7]([NH:10][C:11]([C:13]2[C:14]([N:40]3[CH2:41][C@@H:42]([CH3:44])[CH2:43][C:39]3([CH3:45])[CH3:38])=[N:15][C:16]([C:19]3[CH:24]=[C:23]([O:25][CH2:26][CH:27]([CH3:29])[CH3:28])[CH:22]=[C:21]([F:30])[CH:20]=3)=[CH:17][CH:18]=2)=[O:12])(=[O:9])=[O:8])[CH:6]=[CH:5][CH:4]=[CH:3][CH:2]=1. The yield is 0.835. (3) The reactants are [OH:1][NH:2][C:3]([C:5]1[C:10]([C:11]2[CH:16]=[CH:15][CH:14]=[CH:13][CH:12]=2)=[CH:9][CH:8]=[CH:7][N:6]=1)=[NH:4].[OH:17][C:18]1[CH:27]=[CH:26][C:25]2[C:20](=[CH:21][CH:22]=[CH:23][CH:24]=2)[C:19]=1[C:28](O)=O. No catalyst specified. The product is [C:11]1([C:10]2[C:5]([C:3]3[N:4]=[C:28]([C:19]4[C:20]5[C:25](=[CH:24][CH:23]=[CH:22][CH:21]=5)[CH:26]=[CH:27][C:18]=4[OH:17])[O:1][N:2]=3)=[N:6][CH:7]=[CH:8][CH:9]=2)[CH:16]=[CH:15][CH:14]=[CH:13][CH:12]=1. The yield is 0.170. (4) The reactants are [CH3:1][O:2][C:3]1[CH:4]=[C:5]2[C:10](=[CH:11][C:12]=1[O:13][CH3:14])[N:9]=[CH:8][CH:7]=[C:6]2[O:15][C:16]1[CH:21]=[CH:20][C:19]([NH:22][C:23]([C:25]2([C:36]([NH:38][C:39]3[CH:44]=[CH:43][C:42]([F:45])=[CH:41][CH:40]=3)=[O:37])[CH2:28][N:27](CC3C=CC=CC=3)[CH2:26]2)=[O:24])=[CH:18][CH:17]=1.C(O)(=O)C. The catalyst is CO.[Pd]. The product is [CH3:1][O:2][C:3]1[CH:4]=[C:5]2[C:10](=[CH:11][C:12]=1[O:13][CH3:14])[N:9]=[CH:8][CH:7]=[C:6]2[O:15][C:16]1[CH:17]=[CH:18][C:19]([NH:22][C:23]([C:25]2([C:36]([NH:38][C:39]3[CH:40]=[CH:41][C:42]([F:45])=[CH:43][CH:44]=3)=[O:37])[CH2:26][NH:27][CH2:28]2)=[O:24])=[CH:20][CH:21]=1. The yield is 0.320. (5) The reactants are Br.Br[CH2:3][C:4]([C:6]1[CH:11]=[CH:10][N:9]=[CH:8][CH:7]=1)=O.[F:12][C:13]([F:25])([F:24])[C:14]1[CH:15]=[C:16]([NH:20][C:21]([NH2:23])=[S:22])[CH:17]=[CH:18][CH:19]=1.N. The catalyst is CCO.O. The product is [N:9]1[CH:10]=[CH:11][C:6]([C:4]2[N:23]=[C:21]([NH:20][C:16]3[CH:17]=[CH:18][CH:19]=[C:14]([C:13]([F:24])([F:12])[F:25])[CH:15]=3)[S:22][CH:3]=2)=[CH:7][CH:8]=1. The yield is 0.900. (6) The reactants are [F:1][C:2]1[CH:3]=[C:4]([S:9]([NH:12][C@H:13]([C:16]2[CH:21]=[CH:20][CH:19]=[CH:18][CH:17]=2)[CH2:14][CH3:15])(=[O:11])=[O:10])[CH:5]=[CH:6][C:7]=1[F:8].Br[CH2:23][C:24]1[CH:33]=[CH:32][C:27]([C:28]([O:30][CH3:31])=[O:29])=[CH:26][CH:25]=1.C([O-])([O-])=O.[K+].[K+]. The catalyst is CN(C=O)C. The product is [F:1][C:2]1[CH:3]=[C:4]([S:9]([N:12]([CH2:23][C:24]2[CH:33]=[CH:32][C:27]([C:28]([O:30][CH3:31])=[O:29])=[CH:26][CH:25]=2)[C@H:13]([C:16]2[CH:17]=[CH:18][CH:19]=[CH:20][CH:21]=2)[CH2:14][CH3:15])(=[O:11])=[O:10])[CH:5]=[CH:6][C:7]=1[F:8]. The yield is 0.520. (7) The reactants are C[Si]([C:5]#[C:6][C:7]1[CH:8]=[CH:9][C:10]([NH2:13])=[N:11][CH:12]=1)(C)C.CO.C(=O)([O-])[O-].[K+].[K+]. The yield is 0.990. The catalyst is O1CCCC1. The product is [C:6]([C:7]1[CH:8]=[CH:9][C:10]([NH2:13])=[N:11][CH:12]=1)#[CH:5]. (8) The reactants are [Cl:1][C:2]1[CH:7]=[CH:6][C:5]([O:8][C:9]2[CH:14]=[CH:13][C:12]([CH2:15][CH2:16][C:17]#[N:18])=[CH:11][CH:10]=2)=[CH:4][C:3]=1[C:19]([F:22])([F:21])[F:20].C(Cl)(=O)C.[NH3:27]. The catalyst is C1(C)C=CC=CC=1.CO. The product is [ClH:1].[Cl:1][C:2]1[CH:7]=[CH:6][C:5]([O:8][C:9]2[CH:10]=[CH:11][C:12]([CH2:15][CH2:16][C:17](=[NH:27])[NH2:18])=[CH:13][CH:14]=2)=[CH:4][C:3]=1[C:19]([F:20])([F:21])[F:22]. The yield is 0.257. (9) The product is [CH:5]([N:6]1[CH2:11][CH2:10][C:9]2([CH2:15][C:14]3[CH:16]=[C:17]([C:20]4[CH:21]=[CH:22][C:23]([C:24]#[N:25])=[CH:26][CH:27]=4)[CH:18]=[CH:19][C:13]=3[O:12]2)[CH2:8][CH2:7]1)([CH3:29])[CH3:1]. No catalyst specified. The yield is 0.230. The reactants are [CH:1]1([CH2:5][N:6]2[CH2:11][CH2:10][C:9]3([CH2:15][C:14]4[CH:16]=[C:17]([C:20]5[CH:27]=[CH:26][C:23]([C:24]#[N:25])=[CH:22][CH:21]=5)[CH:18]=[CH:19][C:13]=4[O:12]3)[CH2:8][CH2:7]2)CCC1.Br[CH:29](C)C. (10) The reactants are C([O:8][C:9]1[C:14](=[O:15])[CH:13]=[C:12]([CH3:16])[N:11]([CH:17]2[CH2:19][CH2:18]2)[C:10]=1[C:20]([NH:22][CH2:23][CH:24]1[CH2:29][CH2:28][CH2:27][CH2:26][CH2:25]1)=[O:21])C1C=CC=CC=1.[H][H]. The catalyst is C(O)C.CO.[Pd]. The product is [CH:24]1([CH2:23][NH:22][C:20]([C:10]2[N:11]([CH:17]3[CH2:19][CH2:18]3)[C:12]([CH3:16])=[CH:13][C:14](=[O:15])[C:9]=2[OH:8])=[O:21])[CH2:25][CH2:26][CH2:27][CH2:28][CH2:29]1. The yield is 0.630.